Dataset: KCNQ2 potassium channel screen with 302,405 compounds. Task: Binary Classification. Given a drug SMILES string, predict its activity (active/inactive) in a high-throughput screening assay against a specified biological target. The drug is S1(=O)(=O)CC(N(S(=O)(=O)c2ccccc2)c2ccc(cc2)CC)C=C1. The result is 0 (inactive).